Dataset: Peptide-MHC class II binding affinity with 134,281 pairs from IEDB. Task: Regression. Given a peptide amino acid sequence and an MHC pseudo amino acid sequence, predict their binding affinity value. This is MHC class II binding data. (1) The peptide sequence is SAIQGNVTSIHSLLD. The MHC is HLA-DPA10201-DPB10101 with pseudo-sequence HLA-DPA10201-DPB10101. The binding affinity (normalized) is 0.314. (2) The peptide sequence is DDGRNIAWDNDKLES. The MHC is HLA-DQA10401-DQB10402 with pseudo-sequence HLA-DQA10401-DQB10402. The binding affinity (normalized) is 0.487. (3) The peptide sequence is HVGAKQENWNTDIKT. The MHC is DRB3_0301 with pseudo-sequence DRB3_0301. The binding affinity (normalized) is 0.427. (4) The peptide sequence is AFAATHNPWASQEG. The MHC is DRB3_0202 with pseudo-sequence DRB3_0202. The binding affinity (normalized) is 0.390. (5) The peptide sequence is GRLLRGYNQFAYDG. The MHC is DRB4_0101 with pseudo-sequence DRB4_0103. The binding affinity (normalized) is 0.660. (6) The MHC is DRB1_0401 with pseudo-sequence DRB1_0401. The binding affinity (normalized) is 0.818. The peptide sequence is FQEFMIVPSGAPSFT. (7) The peptide sequence is VTSAPDTRPAP. The MHC is DRB1_0401 with pseudo-sequence DRB1_0401. The binding affinity (normalized) is 0.